Dataset: Reaction yield outcomes from USPTO patents with 853,638 reactions. Task: Predict the reaction yield, written as a fraction of the theoretical maximum amount of product (1.0 means a 100% yield; for example, 0.34 means a 34% yield). (1) The reactants are CC(C)([O-])C.[K+].[Cl:7][C:8]1[CH:13]=[C:12]([Cl:14])[CH:11]=[CH:10][C:9]=1[OH:15].Cl[C:17]1[S:21][C:20]([C:22](=[O:24])[CH3:23])=[CH:19][C:18]=1[N+:25]([O-:27])=[O:26].O. The catalyst is O1CCCC1. The product is [Cl:7][C:8]1[CH:13]=[C:12]([Cl:14])[CH:11]=[CH:10][C:9]=1[O:15][C:17]1[S:21][C:20]([C:22](=[O:24])[CH3:23])=[CH:19][C:18]=1[N+:25]([O-:27])=[O:26]. The yield is 0.550. (2) The reactants are [H-].[Na+].Cl[CH2:4][O:5][CH3:6].[Cl-].[NH4+].[CH3:9][O:10][C:11]1[CH:12]=[C:13]([OH:17])[CH:14]=[CH:15][CH:16]=1. The catalyst is CN(C)C=O. The product is [CH3:9][O:10][C:11]1[CH:16]=[CH:15][CH:14]=[C:13]([O:17][CH2:4][O:5][CH3:6])[CH:12]=1. The yield is 0.963. (3) The reactants are [CH3:1][CH:2]1[CH2:6][CH2:5][CH2:4][CH:3]1[OH:7].[S:8](Cl)([C:11]1[CH:17]=[CH:16][C:14]([CH3:15])=[CH:13][CH:12]=1)(=[O:10])=[O:9]. The catalyst is N1C=CC=CC=1. The product is [CH3:15][C:14]1[CH:16]=[CH:17][C:11]([S:8]([O:7][CH:3]2[CH2:4][CH2:5][CH2:6][CH:2]2[CH3:1])(=[O:10])=[O:9])=[CH:12][CH:13]=1. The yield is 0.770.